From a dataset of Forward reaction prediction with 1.9M reactions from USPTO patents (1976-2016). Predict the product of the given reaction. (1) Given the reactants [Si:1]([O:18][CH2:19][CH2:20][C:21]1([C:43]2[CH:48]=[CH:47][CH:46]=[CH:45][CH:44]=2)[N:25]([C:26]2[S:27][C:28]3[CH2:29][NH:30][CH2:31][CH2:32][C:33]=3[N:34]=2)[N:24]=[C:23]([C:35]2[CH:40]=[C:39]([F:41])[CH:38]=[CH:37][C:36]=2[F:42])[S:22]1)([C:14]([CH3:17])([CH3:16])[CH3:15])([C:8]1[CH:13]=[CH:12][CH:11]=[CH:10][CH:9]=1)[C:2]1[CH:7]=[CH:6][CH:5]=[CH:4][CH:3]=1.C=O.[C:51](O[BH-](OC(=O)C)OC(=O)C)(=O)C.[Na+].C([O-])([O-])=O.[Na+].[Na+], predict the reaction product. The product is: [Si:1]([O:18][CH2:19][CH2:20][C:21]1([C:43]2[CH:44]=[CH:45][CH:46]=[CH:47][CH:48]=2)[N:25]([C:26]2[S:27][C:28]3[CH2:29][N:30]([CH3:51])[CH2:31][CH2:32][C:33]=3[N:34]=2)[N:24]=[C:23]([C:35]2[CH:40]=[C:39]([F:41])[CH:38]=[CH:37][C:36]=2[F:42])[S:22]1)([C:14]([CH3:16])([CH3:15])[CH3:17])([C:8]1[CH:13]=[CH:12][CH:11]=[CH:10][CH:9]=1)[C:2]1[CH:7]=[CH:6][CH:5]=[CH:4][CH:3]=1. (2) Given the reactants I[C:2]1[CH:15]=[CH:14][C:5]([O:6][CH2:7][CH2:8][N:9]2[CH2:13][CH2:12][CH2:11][CH2:10]2)=[C:4]([CH2:16][CH3:17])[CH:3]=1.[Cl:18][C:19]1[CH:24]=[CH:23][C:22]([C:25]2[CH:26]=[CH:27][C:28]([C:31]#[CH:32])=[N:29][CH:30]=2)=[CH:21][CH:20]=1, predict the reaction product. The product is: [Cl:18][C:19]1[CH:20]=[CH:21][C:22]([C:25]2[CH:26]=[CH:27][C:28]([C:31]#[C:32][C:2]3[CH:15]=[CH:14][C:5]([O:6][CH2:7][CH2:8][N:9]4[CH2:13][CH2:12][CH2:11][CH2:10]4)=[C:4]([CH2:16][CH3:17])[CH:3]=3)=[N:29][CH:30]=2)=[CH:23][CH:24]=1. (3) The product is: [N+:1]([C:4]1[CH:9]=[CH:8][C:7]([N:10]2[CH2:11][CH:12]([NH2:15])[CH2:13][CH2:14]2)=[CH:6][CH:5]=1)([O-:3])=[O:2]. Given the reactants [N+:1]([C:4]1[CH:9]=[CH:8][C:7]([N:10]2[CH2:14][CH2:13][CH:12]([NH:15]C(=O)C)[CH2:11]2)=[CH:6][CH:5]=1)([O-:3])=[O:2].Cl.[OH-].[Na+], predict the reaction product. (4) Given the reactants Cl[C:2]1[C:11]([CH3:12])=[C:10]([Cl:13])[C:9]2[C:4](=[CH:5][C:6]([F:15])=[CH:7][C:8]=2[F:14])[N:3]=1.[F:16][C:17]1[CH:18]=[C:19](B(O)O)[CH:20]=[N:21][CH:22]=1.C(=O)([O-])[O-].[Na+].[Na+].O1CCOCC1, predict the reaction product. The product is: [Cl:13][C:10]1[C:9]2[C:4](=[CH:5][C:6]([F:15])=[CH:7][C:8]=2[F:14])[N:3]=[C:2]([C:19]2[CH:20]=[N:21][CH:22]=[C:17]([F:16])[CH:18]=2)[C:11]=1[CH3:12]. (5) Given the reactants [NH2:1][C:2]1[CH:3]=[C:4]([CH:14]=[CH:15][C:16]=1[O:17][CH3:18])[C:5]([NH:7][C:8]1[CH:13]=[CH:12][CH:11]=[CH:10][CH:9]=1)=[O:6].[Cl:19][C:20]1[CH:21]=[C:22]([Bi]([C:22]2[CH:23]=[CH:24][CH:25]=[C:20]([Cl:19])[CH:21]=2)[C:22]2[CH:23]=[CH:24][CH:25]=[C:20]([Cl:19])[CH:21]=2)[CH:23]=[CH:24][CH:25]=1.C(N(CC)CC)C, predict the reaction product. The product is: [Cl:19][C:20]1[CH:25]=[C:24]([NH:1][C:2]2[CH:3]=[C:4]([CH:14]=[CH:15][C:16]=2[O:17][CH3:18])[C:5]([NH:7][C:8]2[CH:13]=[CH:12][CH:11]=[CH:10][CH:9]=2)=[O:6])[CH:23]=[CH:22][CH:21]=1. (6) Given the reactants O.[OH-].[Li+].[F:4][C:5]([F:33])([F:32])[C:6]1[N:10]2[N:11]=[C:12]([N:15]3[CH2:20][CH2:19][CH:18]([C:21]4[CH:31]=[CH:30][C:24]([O:25][CH2:26][C:27]([O-:29])=[O:28])=[CH:23][CH:22]=4)[CH2:17][CH2:16]3)[CH:13]=[CH:14][C:9]2=[N:8][N:7]=1.O.CO, predict the reaction product. The product is: [F:33][C:5]([F:4])([F:32])[C:6]1[N:10]2[N:11]=[C:12]([N:15]3[CH2:20][CH2:19][CH:18]([C:21]4[CH:31]=[CH:30][C:24]([O:25][CH2:26][C:27]([OH:29])=[O:28])=[CH:23][CH:22]=4)[CH2:17][CH2:16]3)[CH:13]=[CH:14][C:9]2=[N:8][N:7]=1. (7) The product is: [Br:15][C:10]1[N:9]=[C:8]([C:5]2([CH3:6])[CH2:4][NH:1]2)[C:13]([F:14])=[CH:12][CH:11]=1.[CH:32]1[CH:33]=[CH:34][C:29]([P:22]([C:16]2[CH:17]=[CH:18][CH:19]=[CH:20][CH:21]=2)([C:23]2[CH:28]=[CH:27][CH:26]=[CH:25][CH:24]=2)=[O:7])=[CH:30][CH:31]=1. Given the reactants [N:1]([CH2:4][C:5]([C:8]1[C:13]([F:14])=[CH:12][CH:11]=[C:10]([Br:15])[N:9]=1)([OH:7])[CH3:6])=[N+]=[N-].[C:16]1([P:22]([C:29]2[CH:34]=[CH:33][CH:32]=[CH:31][CH:30]=2)[C:23]2[CH:28]=[CH:27][CH:26]=[CH:25][CH:24]=2)[CH:21]=[CH:20][CH:19]=[CH:18][CH:17]=1, predict the reaction product. (8) Given the reactants Cl.[CH2:2]1[C:10]2[C:5](=[CH:6][CH:7]=[CH:8][CH:9]=2)[CH2:4][CH:3]1CN.[CH3:13][O:14][C:15]([CH2:17][C@@H:18]([CH2:38][CH:39]([CH3:41])[CH3:40])[C:19]([NH:21][CH:22]([C:26]1[CH:31]=[CH:30][C:29]([C:32]2[CH:37]=[CH:36][CH:35]=[CH:34][CH:33]=2)=[CH:28][CH:27]=1)[C:23](O)=[O:24])=[O:20])=[O:16].C(Cl)CCl.C1C=CC2N(O)N=[N:52][C:50]=2C=1.CN1CCOCC1, predict the reaction product. The product is: [CH2:4]1[C:5]2[C:10](=[CH:9][CH:8]=[CH:7][CH:6]=2)[CH2:2][CH:3]1[N:52]([CH3:50])[C:23]([CH:22]([C:26]1[CH:31]=[CH:30][C:29]([C:32]2[CH:37]=[CH:36][CH:35]=[CH:34][CH:33]=2)=[CH:28][CH:27]=1)[NH:21][C:19]([C@H:18]([CH2:38][CH:39]([CH3:41])[CH3:40])[CH2:17][C:15]([O:14][CH3:13])=[O:16])=[O:20])=[O:24]. (9) Given the reactants [CH2:1]([O:8][C:9]1[C:10]([C:28]([OH:30])=[O:29])=[N:11][C:12]([CH2:16][C:17]2([C:22]3[CH:27]=[CH:26][CH:25]=[CH:24][CH:23]=3)[CH2:21][CH2:20][CH2:19][CH2:18]2)=[N:13][C:14]=1[OH:15])[C:2]1[CH:7]=[CH:6][CH:5]=[CH:4][CH:3]=1.[Si:31]([O:38][CH2:39][CH2:40][NH:41][CH2:42][CH:43]1[CH2:45][CH2:44]1)([C:34]([CH3:37])([CH3:36])[CH3:35])([CH3:33])[CH3:32].C(N(CC)C(C)C)(C)C.CN(C(ON1N=NC2C=CC=NC1=2)=[N+](C)C)C.F[P-](F)(F)(F)(F)F, predict the reaction product. The product is: [Si:31]([O:38][CH2:39][CH2:40][N:41]([CH2:42][CH:43]1[CH2:44][CH2:45]1)[C:28]([C:10]1[C:9]([O:8][CH2:1][C:2]2[CH:7]=[CH:6][CH:5]=[CH:4][CH:3]=2)=[C:14]([OH:15])[N:13]=[C:12]([CH2:16][C:17]2([C:22]3[CH:23]=[CH:24][CH:25]=[CH:26][CH:27]=3)[CH2:21][CH2:20][CH2:19][CH2:18]2)[N:11]=1)=[O:29])([C:34]([CH3:37])([CH3:36])[CH3:35])([CH3:33])[CH3:32].[CH2:1]([O:8][C:9]1[C:10]([C:28]([OH:30])=[O:29])=[N:11][C:12]([CH2:16][C:17]2([C:22]3[CH:27]=[CH:26][CH:25]=[CH:24][CH:23]=3)[CH2:18][CH2:19][CH2:20][CH2:21]2)=[N:13][C:14]=1[OH:15])[C:2]1[CH:7]=[CH:6][CH:5]=[CH:4][CH:3]=1.